Task: Predict the reactants needed to synthesize the given product.. Dataset: Full USPTO retrosynthesis dataset with 1.9M reactions from patents (1976-2016) (1) Given the product [Cl:20][C:14]1[CH:15]=[C:16]([Cl:19])[CH:17]=[CH:18][C:13]=1[C:9]1[NH:8][C:7](=[O:6])[N:34]2[N:33]=[C:31]([CH:28]3[CH2:29][CH2:30][N:25]([CH:23]([CH3:24])[CH3:22])[CH2:26][CH2:27]3)[N:12]=[C:11]2[CH:10]=1, predict the reactants needed to synthesize it. The reactants are: [Cl-].[Ca+2].[Cl-].C([O:6][C:7](=O)[NH:8][C:9]([C:13]1[CH:18]=[CH:17][C:16]([Cl:19])=[CH:15][C:14]=1[Cl:20])=[CH:10][C:11]#[N:12])C.[CH3:22][CH:23]([N:25]1[CH2:30][CH2:29][CH:28]([C:31]([NH:33][NH2:34])=O)[CH2:27][CH2:26]1)[CH3:24].O. (2) Given the product [CH3:9][C:8]1[N:10]=[C:11]([C:12]([O:14][CH2:15][CH3:16])=[O:13])[CH:5]=[C:4]2[CH2:3][CH2:2][CH2:1][O:6][C:7]=12, predict the reactants needed to synthesize it. The reactants are: [CH2:1]([O:6][C:7](=O)[CH:8]([NH:10][C:11](=O)[C:12]([O:14][CH2:15][CH3:16])=[O:13])[CH3:9])[CH2:2][CH2:3][CH:4]=[CH2:5].N1C=CC=CC=1.O(S(C(F)(F)F)(=O)=O)S(C(F)(F)F)(=O)=O. (3) The reactants are: [NH2:1][C:2]1[CH:11]=[CH:10][C:9]([C:12]2[CH2:21][CH2:20][C:15]3([O:19][CH2:18][CH2:17][O:16]3)[CH2:14][CH:13]=2)=[CH:8][C:3]=1[C:4]([NH:6][CH3:7])=[O:5].CCO.N#N. Given the product [NH2:1][C:2]1[CH:11]=[CH:10][C:9]([CH:12]2[CH2:21][CH2:20][C:15]3([O:16][CH2:17][CH2:18][O:19]3)[CH2:14][CH2:13]2)=[CH:8][C:3]=1[C:4]([NH:6][CH3:7])=[O:5], predict the reactants needed to synthesize it. (4) The reactants are: [OH:1][CH:2]([C:21]1[CH:22]=[CH:23][C:24]2[O:29][CH2:28][C:27](=[O:30])[NH:26][C:25]=2[CH:31]=1)[CH2:3][N:4]1[CH2:9][CH2:8][N:7]([C:10]2[CH:19]=[CH:18][CH:17]=[C:16]3[C:11]=2[CH:12]=[CH:13][C:14]([CH3:20])=[N:15]3)[CH2:6][CH2:5]1.[C:32]1(C)C=CC(S(O)(=O)=O)=CC=1. Given the product [CH3:32][O:1][CH:2]([C:21]1[CH:22]=[CH:23][C:24]2[O:29][CH2:28][C:27](=[O:30])[NH:26][C:25]=2[CH:31]=1)[CH2:3][N:4]1[CH2:9][CH2:8][N:7]([C:10]2[CH:19]=[CH:18][CH:17]=[C:16]3[C:11]=2[CH:12]=[CH:13][C:14]([CH3:20])=[N:15]3)[CH2:6][CH2:5]1, predict the reactants needed to synthesize it.